This data is from Full USPTO retrosynthesis dataset with 1.9M reactions from patents (1976-2016). The task is: Predict the reactants needed to synthesize the given product. (1) Given the product [I:17][C:5]1[C:6]([NH:8][C:9]2[CH:10]=[N:11][C:12]([O:15][CH3:16])=[CH:13][CH:14]=2)=[N:7][C:2]([N:18]2[CH2:23][CH2:22][CH2:21][CH2:20][CH2:19]2)=[N:3][CH:4]=1, predict the reactants needed to synthesize it. The reactants are: Cl[C:2]1[N:7]=[C:6]([NH:8][C:9]2[CH:10]=[N:11][C:12]([O:15][CH3:16])=[CH:13][CH:14]=2)[C:5]([I:17])=[CH:4][N:3]=1.[NH:18]1[CH2:23][CH2:22][CH2:21][CH2:20][CH2:19]1.C(O)C. (2) Given the product [Cl:1][C:2]1[C:3]([CH2:14][CH3:15])=[C:4]([Cl:13])[C:5]2[O:10][CH2:9][C:8](=[O:11])[N:7]([CH2:25][CH2:24][CH2:23][Cl:22])[C:6]=2[CH:12]=1, predict the reactants needed to synthesize it. The reactants are: [Cl:1][C:2]1[C:3]([CH2:14][CH3:15])=[C:4]([Cl:13])[C:5]2[O:10][CH2:9][C:8](=[O:11])[NH:7][C:6]=2[CH:12]=1.C([O-])([O-])=O.[Cs+].[Cs+].[Cl:22][CH2:23][CH2:24][CH2:25]I. (3) Given the product [O:33]=[S:30]1(=[O:34])[CH2:31][CH2:32][N:27]([CH2:1][CH:3]2[S:7][C:6]([C:8]3[NH:9][C:10]4[C:15]([CH:16]=3)=[CH:14][CH:13]=[CH:12][C:11]=4[N:17]([CH3:26])[S:18]([C:21]3[S:22][CH:23]=[CH:24][CH:25]=3)(=[O:20])=[O:19])=[N:5][CH2:4]2)[CH2:28][CH2:29]1, predict the reactants needed to synthesize it. The reactants are: [CH:1]([CH:3]1[S:7][C:6]([C:8]2[NH:9][C:10]3[C:15]([CH:16]=2)=[CH:14][CH:13]=[CH:12][C:11]=3[N:17]([CH3:26])[S:18]([C:21]2[S:22][CH:23]=[CH:24][CH:25]=2)(=[O:20])=[O:19])=[N:5][CH2:4]1)=O.[NH:27]1[CH2:32][CH2:31][S:30](=[O:34])(=[O:33])[CH2:29][CH2:28]1.C(O[BH-](OC(=O)C)OC(=O)C)(=O)C.[Na+].C(=O)([O-])O.[Na+]. (4) The reactants are: [N:1]1([CH:6]2[CH2:20][CH:9]3[CH2:10][N:11](C(OC(C)(C)C)=O)[CH2:12][CH:8]3[CH2:7]2)[CH:5]=[N:4][N:3]=[N:2]1. Given the product [N:1]1([CH:6]2[CH2:20][CH:9]3[CH2:10][NH:11][CH2:12][CH:8]3[CH2:7]2)[CH:5]=[N:4][N:3]=[N:2]1, predict the reactants needed to synthesize it. (5) Given the product [C:1]([O:5][C:6]([N:7]1[CH2:8][C:9]2[N:18]([N:19]=[N:20][CH:10]=2)[C:13]2[CH:14]=[CH:15][CH:16]=[CH:17][C:12]=2[CH2:11]1)=[O:21])([CH3:4])([CH3:2])[CH3:3], predict the reactants needed to synthesize it. The reactants are: [C:1]([O:5][C:6](=[O:21])[N:7]([CH2:11][C:12]1[CH:17]=[CH:16][CH:15]=[CH:14][C:13]=1[N:18]=[N+:19]=[N-:20])[CH2:8][C:9]#[CH:10])([CH3:4])([CH3:3])[CH3:2].